From a dataset of Catalyst prediction with 721,799 reactions and 888 catalyst types from USPTO. Predict which catalyst facilitates the given reaction. (1) Reactant: Cl.Cl.[CH3:3][O:4][C:5]1[CH:6]=[C:7]([C:11]2([C:23]#[N:24])[CH2:16][CH2:15][N:14]([CH:17]3[CH2:22][CH2:21][NH:20][CH2:19][CH2:18]3)[CH2:13][CH2:12]2)[CH:8]=[CH:9][CH:10]=1.C(N(CC)CC)C.[CH3:32][S:33](Cl)(=[O:35])=[O:34].O. Product: [CH3:3][O:4][C:5]1[CH:6]=[C:7]([C:11]2([C:23]#[N:24])[CH2:12][CH2:13][N:14]([CH:17]3[CH2:22][CH2:21][N:20]([S:33]([CH3:32])(=[O:35])=[O:34])[CH2:19][CH2:18]3)[CH2:15][CH2:16]2)[CH:8]=[CH:9][CH:10]=1. The catalyst class is: 4. (2) Reactant: [NH2:1][C:2]1[CH:7]=[CH:6][C:5]([NH2:8])=[CH:4][C:3]=1[S:9]([NH2:12])(=[O:11])=[O:10].N1C=CC=CC=1.[CH3:19][S:20](Cl)(=[O:22])=[O:21]. Product: [NH2:1][C:2]1[CH:7]=[CH:6][C:5]([NH:8][S:20]([CH3:19])(=[O:22])=[O:21])=[CH:4][C:3]=1[S:9]([NH2:12])(=[O:10])=[O:11]. The catalyst class is: 10. (3) Reactant: FC1C=CC=CC=1C1[C:9](=[O:23])[C:10]([C:15]2[CH:20]=[CH:19][CH:18]=[C:17]([O:21][CH3:22])[CH:16]=2)=[C:11]([CH3:14])[C:12]=1[OH:13].OCCNN. Product: [CH3:22][O:21][C:17]1[CH:16]=[C:15]([C:10]2[C:9](=[O:23])[O:13][CH2:12][C:11]=2[CH3:14])[CH:20]=[CH:19][CH:18]=1. The catalyst class is: 8. (4) Reactant: [CH3:1][C:2]1[CH:3]=[CH:4][C:5]([N+:10]([O-:12])=[O:11])=[C:6]([CH:9]=1)[CH:7]=[O:8].[CH2:13]([OH:17])[CH2:14][CH2:15][CH3:16]. Product: [CH2:1]([O:8][CH:7]([O:17][CH2:13][CH2:14][CH2:15][CH3:16])[C:6]1[CH:9]=[C:2]([CH3:1])[CH:3]=[CH:4][C:5]=1[N+:10]([O-:12])=[O:11])[CH2:2][CH2:9][CH3:6]. The catalyst class is: 626. (5) Reactant: C1(P(C2C=CC=CC=2)C2C=CC=CC=2)C=CC=CC=1.BrN1C(=O)CCC1=O.[CH:28]1([CH2:33][CH:34]([C:38]2[CH:43]=[CH:42][C:41]([S:44]([CH3:47])(=[O:46])=[O:45])=[C:40]([F:48])[CH:39]=2)[C:35]([OH:37])=O)[CH2:32][CH2:31][CH2:30][CH2:29]1.[NH2:49][C:50]1[CH:55]=[CH:54][CH:53]=[CH:52][N:51]=1. Product: [CH:28]1([CH2:33][CH:34]([C:38]2[CH:43]=[CH:42][C:41]([S:44]([CH3:47])(=[O:46])=[O:45])=[C:40]([F:48])[CH:39]=2)[C:35]([NH:49][C:50]2[CH:55]=[CH:54][CH:53]=[CH:52][N:51]=2)=[O:37])[CH2:29][CH2:30][CH2:31][CH2:32]1. The catalyst class is: 2. (6) Reactant: [CH3:1][NH:2][C:3]1[N:8]=[CH:7][N:6]=[C:5]([NH:9][C:10]2[CH:15]=[CH:14][C:13]([C:16](=[O:18])[CH3:17])=[CH:12][CH:11]=2)[CH:4]=1.[Cl:19][C:20]1[CH:25]=[CH:24][CH:23]=[C:22]([Cl:26])[C:21]=1[N:27]=[C:28]=[O:29]. Product: [C:16]([C:13]1[CH:12]=[CH:11][C:10]([NH:9][C:5]2[N:6]=[CH:7][N:8]=[C:3]([N:2]([CH3:1])[C:28]([NH:27][C:21]3[C:20]([Cl:19])=[CH:25][CH:24]=[CH:23][C:22]=3[Cl:26])=[O:29])[CH:4]=2)=[CH:15][CH:14]=1)(=[O:18])[CH3:17]. The catalyst class is: 12. (7) Reactant: [ClH:1].O1CCOCC1.[CH:8]1([CH2:11][C@H:12]([NH:18]C(=O)OC(C)(C)C)[C:13]([N:15]([CH3:17])[CH3:16])=[O:14])[CH2:10][CH2:9]1. Product: [ClH:1].[NH2:18][C@@H:12]([CH2:11][CH:8]1[CH2:10][CH2:9]1)[C:13]([N:15]([CH3:17])[CH3:16])=[O:14]. The catalyst class is: 8.